This data is from Full USPTO retrosynthesis dataset with 1.9M reactions from patents (1976-2016). The task is: Predict the reactants needed to synthesize the given product. The reactants are: FC([C:4]([O:10][C:11]([C:14]([C:17]([C:20]([C:23]([C:26](F)=[O:27])([F:25])[F:24])([F:22])[F:21])([F:19])[F:18])([F:16])[F:15])([F:13])[F:12])([C:6]([F:9])([F:8])[F:7])[F:5])=O.FC(F)(F)C1(F)[O:35]C1(F)F.FC(F)(C(F)(F)C(F)(F)C(F)(F)C(F)=O)C(F)=O.C(=O)([O-])[O-].[Na+].[Na+].C(=O)=O.S(=O)(=O)(O)O. Given the product [C:6]([CH:4]([O:10][C:11]([C:14]([C:17]([C:20]([C:23]([C:26]([OH:35])=[O:27])([F:24])[F:25])([F:21])[F:22])([F:19])[F:18])([F:15])[F:16])([F:12])[F:13])[F:5])([F:9])([F:7])[F:8], predict the reactants needed to synthesize it.